Dataset: Forward reaction prediction with 1.9M reactions from USPTO patents (1976-2016). Task: Predict the product of the given reaction. (1) Given the reactants S(=O)(=O)(O)O.[NH2:6][C:7]1[N:12]=[C:11]([CH3:13])[C:10]([CH2:14][C:15]2[CH:20]=[CH:19][C:18]([CH2:21][C:22]([OH:24])=[O:23])=[CH:17][C:16]=2[F:25])=[C:9]([NH:26][CH2:27][CH2:28][CH2:29][CH2:30][CH3:31])[N:8]=1.[C:32]([O-])(O)=O.[Na+], predict the reaction product. The product is: [NH2:6][C:7]1[N:12]=[C:11]([CH3:13])[C:10]([CH2:14][C:15]2[CH:20]=[CH:19][C:18]([CH2:21][C:22]([O:24][CH3:32])=[O:23])=[CH:17][C:16]=2[F:25])=[C:9]([NH:26][CH2:27][CH2:28][CH2:29][CH2:30][CH3:31])[N:8]=1. (2) Given the reactants O.O.O.C([O-])(=O)C.[Pb+2:8].C([O-])(=O)C.[C:13]([OH:32])(=[O:31])[CH2:14][CH2:15][CH2:16][CH2:17][CH2:18][CH2:19][CH2:20]/[CH:21]=[CH:22]\[CH2:23][CH2:24][CH2:25][CH2:26][CH2:27][CH2:28][CH2:29][CH3:30], predict the reaction product. The product is: [C:13]([O-:32])(=[O:31])[CH2:14][CH2:15][CH2:16][CH2:17][CH2:18][CH2:19][CH2:20]/[CH:21]=[CH:22]\[CH2:23][CH2:24][CH2:25][CH2:26][CH2:27][CH2:28][CH2:29][CH3:30].[Pb+2:8].[C:13]([O-:32])(=[O:31])[CH2:14][CH2:15][CH2:16][CH2:17][CH2:18][CH2:19][CH2:20]/[CH:21]=[CH:22]\[CH2:23][CH2:24][CH2:25][CH2:26][CH2:27][CH2:28][CH2:29][CH3:30]. (3) Given the reactants [F:1][C:2]1[CH:7]=[CH:6][C:5]([C:8]2[C:12](B3OC(C)(C)C(C)(C)O3)=[CH:11][N:10]([CH:22]([CH3:24])[CH3:23])[N:9]=2)=[CH:4][CH:3]=1.Cl[C:26]1[C:35]2[C:30](=[CH:31][CH:32]=[CH:33][CH:34]=2)[N:29]=[CH:28][CH:27]=1.C(=O)([O-])[O-].[Na+].[Na+], predict the reaction product. The product is: [F:1][C:2]1[CH:3]=[CH:4][C:5]([C:8]2[C:12]([C:26]3[C:35]4[C:30](=[CH:31][CH:32]=[CH:33][CH:34]=4)[N:29]=[CH:28][CH:27]=3)=[CH:11][N:10]([CH:22]([CH3:23])[CH3:24])[N:9]=2)=[CH:6][CH:7]=1. (4) Given the reactants [CH3:1][C@@H:2]([C@@H:33]([OH:35])[CH3:34])[C@@H:3]1[O:5][C@H:4]1[CH2:6][C@@H:7]1[C@@H:12]([OH:13])[C@@H:11]([OH:14])[C@H:10]([CH2:15]/[C:16](/[CH3:32])=[CH:17]/[C:18]([O:20][CH2:21][CH2:22][CH2:23][CH2:24][CH2:25][CH2:26][CH2:27][CH2:28][C:29]([OH:31])=[O:30])=[O:19])[O:9][CH2:8]1.C(C(CCCC)C([O-])=[O:40])C.[Ca+2:46].C(C(CCCC)C([O-])=[O:51])C.[CH3:57][C@H:58]([C@H:62]1[C@H:64]([CH2:65][C@H:66]2[CH2:71][O:70][C@@H:69]([CH2:72]/[C:73](/[CH3:89])=[CH:74]/[C:75]([O:77][CH2:78][CH2:79][CH2:80][CH2:81][CH2:82][CH2:83][CH2:84][CH2:85][C:86]([O-:88])=[O:87])=[O:76])[C@H:68]([OH:90])[C@@H:67]2[OH:91])[O:63]1)[C@H:59]([CH3:61])[OH:60].[CH3:57][C@H:58]([C@H:62]1[C@H:64]([CH2:65][C@H:66]2[CH2:71][O:70][C@@H:69]([CH2:72]/[C:73](/[CH3:89])=[CH:74]/[C:75]([O:77][CH2:78][CH2:79][CH2:80][CH2:81][CH2:82][CH2:83][CH2:84][CH2:85][C:86]([O-:88])=[O:87])=[O:76])[C@H:68]([OH:90])[C@@H:67]2[OH:91])[O:63]1)[C@H:59]([CH3:61])[OH:60].[Ca+2], predict the reaction product. The product is: [CH3:1][C@H:2]([C@H:3]1[C@H:4]([CH2:6][C@H:7]2[CH2:8][O:9][C@@H:10]([CH2:15]/[C:16](/[CH3:32])=[CH:17]/[C:18]([O:20][CH2:21][CH2:22][CH2:23][CH2:24][CH2:25][CH2:26][CH2:27][CH2:28][C:29]([O-:31])=[O:30])=[O:19])[C@H:11]([OH:14])[C@@H:12]2[OH:13])[O:5]1)[C@H:33]([CH3:34])[OH:35].[CH3:57][C@H:58]([C@H:62]1[C@H:64]([CH2:65][C@H:66]2[CH2:71][O:70][C@@H:69]([CH2:72]/[C:73](/[CH3:89])=[CH:74]/[C:75]([O:77][CH2:78][CH2:79][CH2:80][CH2:81][CH2:82][CH2:83][CH2:84][CH2:85][C:86]([O-:88])=[O:87])=[O:76])[C@H:68]([OH:90])[C@@H:67]2[OH:91])[O:63]1)[C@H:59]([CH3:61])[OH:60].[OH2:40].[OH2:51].[Ca+2:46]. (5) Given the reactants [C:1]1([N:7]2[C:11]([C:12]3[CH:17]=[CH:16][CH:15]=[CH:14][CH:13]=3)=[CH:10][CH:9]=[C:8]2[C:18]2[CH:19]=[C:20]3[C:25](=[CH:26][CH:27]=2)[CH:24]=[C:23]([OH:28])[CH:22]=[CH:21]3)[CH:6]=[CH:5][CH:4]=[CH:3][CH:2]=1.[CH3:29][O:30][C:31](=[O:48])[CH:32](OS(C(F)(F)F)(=O)=O)[CH2:33][C:34]1[CH:39]=[CH:38][CH:37]=[CH:36][CH:35]=1.C(=O)([O-])[O-].[Cs+].[Cs+], predict the reaction product. The product is: [C:1]1([N:7]2[C:11]([C:12]3[CH:13]=[CH:14][CH:15]=[CH:16][CH:17]=3)=[CH:10][CH:9]=[C:8]2[C:18]2[CH:19]=[C:20]3[C:25](=[CH:26][CH:27]=2)[CH:24]=[C:23]([O:28][CH:32]([CH2:33][C:34]2[CH:39]=[CH:38][CH:37]=[CH:36][CH:35]=2)[C:31]([O:30][CH3:29])=[O:48])[CH:22]=[CH:21]3)[CH:2]=[CH:3][CH:4]=[CH:5][CH:6]=1.